Dataset: Forward reaction prediction with 1.9M reactions from USPTO patents (1976-2016). Task: Predict the product of the given reaction. (1) The product is: [OH:10][C:7]1[CH:8]=[CH:9][C:4]([CH2:3][C:2]([F:11])([F:12])[F:1])=[CH:5][C:6]=1[C:21](=[O:23])[CH3:22]. Given the reactants [F:1][C:2]([F:12])([F:11])[CH2:3][C:4]1[CH:9]=[CH:8][C:7]([OH:10])=[CH:6][CH:5]=1.FC(F)(F)S(O)(=O)=O.[C:21](Cl)(=[O:23])[CH3:22].[Cl-].[Al+3].[Cl-].[Cl-], predict the reaction product. (2) The product is: [C:1]([O:5][C:6](=[O:31])[NH:7][C@@H:8]([CH2:9][C:10]1[CH:15]=[CH:14][CH:13]=[C:12]([O:16][CH2:17][C:18]2[CH:23]=[CH:22][CH:21]=[CH:20][CH:19]=2)[CH:11]=1)[C@@H:24]([OH:25])[CH2:28][C@H:27]([C:26](=[O:30])[NH:7][CH2:8][CH2:9][CH2:10][CH3:11])[CH3:29])([CH3:2])([CH3:4])[CH3:3]. Given the reactants [C:1]([O:5][C:6](=[O:31])[NH:7][C@H:8]([C@@H:24]1[CH2:28][C@@H:27]([CH3:29])[C:26](=[O:30])[O:25]1)[CH2:9][C:10]1[CH:15]=[CH:14][CH:13]=[C:12]([O:16][CH2:17][C:18]2[CH:23]=[CH:22][CH:21]=[CH:20][CH:19]=2)[CH:11]=1)([CH3:4])([CH3:3])[CH3:2], predict the reaction product. (3) Given the reactants [CH3:1][S:2](Cl)(=[O:4])=[O:3].[OH:6][CH2:7][CH2:8][CH2:9][O:10][C:11]1[CH:16]=[CH:15][C:14]([C:17]2[N:22]=[C:21]([C:23]#[N:24])[C:20]3[N:25]=[CH:26][N:27]([CH3:28])[C:19]=3[CH:18]=2)=[CH:13][C:12]=1[C:29]([F:32])([F:31])[F:30].C(N(C(C)C)CC)(C)C, predict the reaction product. The product is: [CH3:1][S:2]([O:6][CH2:7][CH2:8][CH2:9][O:10][C:11]1[CH:16]=[CH:15][C:14]([C:17]2[N:22]=[C:21]([C:23]#[N:24])[C:20]3[N:25]=[CH:26][N:27]([CH3:28])[C:19]=3[CH:18]=2)=[CH:13][C:12]=1[C:29]([F:31])([F:32])[F:30])(=[O:4])=[O:3]. (4) The product is: [CH3:10][S:11]([O:15][CH2:16][CH2:17][S:18][S:19][CH2:20][CH2:21][O:22][S:11]([CH3:10])(=[O:13])=[O:12])(=[O:13])=[O:12]. Given the reactants C(N(CC)C(C)C)(C)C.[CH3:10][S:11](Cl)(=[O:13])=[O:12].[OH:15][CH2:16][CH2:17][S:18][S:19][CH2:20][CH2:21][OH:22], predict the reaction product. (5) Given the reactants Cl.[O:2]1[CH:6]=[CH:5][CH:4]=[C:3]1[C:7](=[NH:9])[NH2:8].O.[NH2:11]N.[C:13]([NH:16][CH:17]([CH3:25])[C:18](=O)[C:19](OCC)=[O:20])(=[O:15])[CH3:14], predict the reaction product. The product is: [O:2]1[CH:6]=[CH:5][CH:4]=[C:3]1[C:7]1[NH:8][C:19](=[O:20])[C:18]([CH:17]([NH:16][C:13](=[O:15])[CH3:14])[CH3:25])=[N:11][N:9]=1. (6) Given the reactants [N:1]1[C:10]2[C:5](=[CH:6][C:7]([OH:11])=[CH:8][CH:9]=2)[CH:4]=[CH:3][CH:2]=1.N1C=CC=CC=1.[C:18](Cl)(=[O:20])[CH3:19], predict the reaction product. The product is: [C:18]([O:11][C:7]1[CH:6]=[C:5]2[C:10](=[CH:9][CH:8]=1)[N:1]=[CH:2][CH:3]=[CH:4]2)(=[O:20])[CH3:19]. (7) Given the reactants [OH:1][C:2]1[CH:7]=[CH:6][C:5]([CH2:8][C:9]([OH:11])=[O:10])=[CH:4][C:3]=1[O:12][C:13]1[CH:18]=[CH:17][C:16]([N+:19]([O-:21])=[O:20])=[CH:15][C:14]=1[CH2:22][S:23][CH2:24][C:25]([F:28])([F:27])[F:26].Cl.[CH3:30]CO, predict the reaction product. The product is: [CH3:30][O:10][C:9](=[O:11])[CH2:8][C:5]1[CH:6]=[CH:7][C:2]([OH:1])=[C:3]([O:12][C:13]2[CH:18]=[CH:17][C:16]([N+:19]([O-:21])=[O:20])=[CH:15][C:14]=2[CH2:22][S:23][CH2:24][C:25]([F:28])([F:26])[F:27])[CH:4]=1. (8) Given the reactants Br[C:2]1[C:6]2[N:7]=[C:8](Cl)[N:9]=[C:10]([N:11]3[CH2:16][CH2:15][O:14][CH2:13][CH2:12]3)[C:5]=2[S:4][CH:3]=1.[N:18]1[CH:23]=[CH:22][C:21](B(O)O)=[CH:20][CH:19]=1.CC1(C)C(C)(C)OB([C:35]2[CH:36]=[N:37][C:38]([NH2:41])=[N:39][CH:40]=2)O1, predict the reaction product. The product is: [O:14]1[CH2:15][CH2:16][N:11]([C:10]2[C:5]3[S:4][CH:3]=[C:2]([C:21]4[CH:22]=[CH:23][N:18]=[CH:19][CH:20]=4)[C:6]=3[N:7]=[C:8]([C:35]3[CH:36]=[N:37][C:38]([NH2:41])=[N:39][CH:40]=3)[N:9]=2)[CH2:12][CH2:13]1. (9) Given the reactants Cl[C:2]1[C:3]2[CH:10]=[CH:9][NH:8][C:4]=2[N:5]=[CH:6][N:7]=1.[F:11][C:12]([F:24])([F:23])[C:13]1[C:21]2[C:16](=[CH:17][CH:18]=[C:19]([NH2:22])[CH:20]=2)[NH:15][N:14]=1, predict the reaction product. The product is: [F:24][C:12]([F:11])([F:23])[C:13]1[C:21]2[C:16](=[CH:17][CH:18]=[C:19]([NH:22][C:2]3[C:3]4[CH:10]=[CH:9][NH:8][C:4]=4[N:5]=[CH:6][N:7]=3)[CH:20]=2)[NH:15][N:14]=1. (10) Given the reactants [Cl:1][C:2]1[C:3]([F:18])=[C:4]([C:9]2[CH:13]=[C:12]([C:14]([O:16]C)=[O:15])[O:11][N:10]=2)[C:5]([F:8])=[CH:6][CH:7]=1.[OH-].[Li+], predict the reaction product. The product is: [Cl:1][C:2]1[C:3]([F:18])=[C:4]([C:9]2[CH:13]=[C:12]([C:14]([OH:16])=[O:15])[O:11][N:10]=2)[C:5]([F:8])=[CH:6][CH:7]=1.